From a dataset of Full USPTO retrosynthesis dataset with 1.9M reactions from patents (1976-2016). Predict the reactants needed to synthesize the given product. (1) Given the product [CH3:11][O:10][C:3]1[CH:4]=[N:5][CH:6]=[C:7]([O:8][CH3:9])[C:2]=1[CH:24]([NH:23][S:21]([C:17]([CH3:20])([CH3:19])[CH3:18])=[O:22])[CH2:25][CH2:26][CH2:27][CH2:28][C:29]([O:31][CH3:32])=[O:30], predict the reactants needed to synthesize it. The reactants are: Br[C:2]1[C:7]([O:8][CH3:9])=[CH:6][N:5]=[CH:4][C:3]=1[O:10][CH3:11].[Li]CCCC.[C:17]([S:21]([N:23]=[CH:24][CH2:25][CH2:26][CH2:27][CH2:28][C:29]([O:31][CH3:32])=[O:30])=[O:22])([CH3:20])([CH3:19])[CH3:18].[NH4+].[Cl-]. (2) Given the product [Cl:9][C:6]1[N:5]=[C:4]([CH3:10])[N:3]=[C:2]([NH:11][CH:12]2[CH2:17][CH2:16][O:15][CH2:14][CH2:13]2)[C:7]=1[NH2:8], predict the reactants needed to synthesize it. The reactants are: Cl[C:2]1[C:7]([NH2:8])=[C:6]([Cl:9])[N:5]=[C:4]([CH3:10])[N:3]=1.[NH2:11][CH:12]1[CH2:17][CH2:16][O:15][CH2:14][CH2:13]1.C(N(CC)C(C)C)(C)C. (3) Given the product [Cl:17][C:18]1[CH:19]=[C:20]([NH:25][CH:26]([CH3:30])[C:27]([N:5]([CH2:4][CH:3]([O:15][CH3:16])[O:2][CH3:1])[CH2:6][CH2:7][CH2:8][N:9]2[CH2:14][CH2:13][CH2:12][CH2:11][CH2:10]2)=[O:28])[CH:21]=[CH:22][C:23]=1[Cl:24], predict the reactants needed to synthesize it. The reactants are: [CH3:1][O:2][CH:3]([O:15][CH3:16])[CH2:4][NH:5][CH2:6][CH2:7][CH2:8][N:9]1[CH2:14][CH2:13][CH2:12][CH2:11][CH2:10]1.[Cl:17][C:18]1[CH:19]=[C:20]([NH:25][CH:26]([CH3:30])[C:27](O)=[O:28])[CH:21]=[CH:22][C:23]=1[Cl:24].CN1CCOCC1.F[P-](F)(F)(F)(F)F.N1(OC(N(C)C)=[N+](C)C)C2N=CC=CC=2N=N1. (4) The reactants are: [CH:1]1([O:6][CH2:7][CH2:8][NH2:9])[CH2:5][CH2:4][CH2:3][CH2:2]1.[Br:10][C:11]1[N:15]2[N:16]=[C:17](F)[CH:18]=[CH:19][C:14]2=[N:13][CH:12]=1. Given the product [Br:10][C:11]1[N:15]2[N:16]=[C:17]([NH:9][CH2:8][CH2:7][O:6][CH:1]3[CH2:5][CH2:4][CH2:3][CH2:2]3)[CH:18]=[CH:19][C:14]2=[N:13][CH:12]=1, predict the reactants needed to synthesize it. (5) Given the product [CH3:1][N:2]1[CH2:7][CH2:6][N:5]([C:9]2[CH:10]=[CH:11][C:12]([C:15]3[CH:19]=[C:18](/[CH:20]=[CH:21]/[C:22]4[CH:23]=[CH:24][C:25]([OH:28])=[CH:26][CH:27]=4)[NH:17][N:16]=3)=[CH:13][CH:14]=2)[CH2:4][CH2:3]1, predict the reactants needed to synthesize it. The reactants are: [CH3:1][N:2]1[CH2:7][CH2:6][NH:5][CH2:4][CH2:3]1.Cl[C:9]1[CH:14]=[CH:13][C:12]([C:15]2[CH:19]=[C:18](/[CH:20]=[CH:21]/[C:22]3[CH:27]=[CH:26][C:25]([OH:28])=[CH:24][CH:23]=3)[NH:17][N:16]=2)=[CH:11][CH:10]=1.CC([O-])(C)C.[Na+]. (6) Given the product [OH:31][C:26]1[CH:27]=[CH:28][CH:29]=[CH:30][C:25]=1[C:16]1[N:15]=[C:14]([N:11]2[CH2:12][CH2:13][C@@H:9]([NH:8][C:33](=[O:34])[O:35][CH2:36][CH3:37])[CH2:10]2)[C:23]2[C:18](=[CH:19][C:20]([CH3:24])=[CH:21][CH:22]=2)[N:17]=1, predict the reactants needed to synthesize it. The reactants are: C(N(CC)CC)C.[NH2:8][C@@H:9]1[CH2:13][CH2:12][N:11]([C:14]2[C:23]3[C:18](=[CH:19][C:20]([CH3:24])=[CH:21][CH:22]=3)[N:17]=[C:16]([C:25]3[CH:30]=[CH:29][CH:28]=[CH:27][C:26]=3[OH:31])[N:15]=2)[CH2:10]1.Cl[C:33]([O:35][CH2:36][CH3:37])=[O:34].